Predict the reaction yield, written as a fraction of the theoretical maximum amount of product (1.0 means a 100% yield; for example, 0.34 means a 34% yield). From a dataset of Reaction yield outcomes from USPTO patents with 853,638 reactions. (1) The reactants are [C:1]([O:5][C:6]([NH:8][C@H:9]1[C@@H:14]([N:15]2[CH:19]=[CH:18][N:17]=[N:16]2)[C@@H:13]([CH3:20])[CH2:12][N:11]([C:21]2[CH:26]=[CH:25][N:24]=[CH:23][C:22]=2[N:27](C(OC(C)(C)C)=O)C(OC(C)(C)C)=O)[CH2:10]1)=[O:7])([CH3:4])([CH3:3])[CH3:2].Cl.O1CCOCC1.CCN(C(C)C)C(C)C.C(OC(ON1C(=O)CCC1=O)=O)(C)(C)C. No catalyst specified. The product is [NH2:27][C:22]1[CH:23]=[N:24][CH:25]=[CH:26][C:21]=1[N:11]1[CH2:12][C@H:13]([CH3:20])[C@H:14]([N:15]2[CH:19]=[CH:18][N:17]=[N:16]2)[C@H:9]([NH:8][C:6](=[O:7])[O:5][C:1]([CH3:4])([CH3:3])[CH3:2])[CH2:10]1. The yield is 0.720. (2) The reactants are Cl[C:2]1[CH2:7][N:6](C(=O)C)[CH:5]=[CH:4][N:3]=1.[F:11][C:12]([F:21])([F:20])[C:13]1[CH:19]=[CH:18][C:16]([NH2:17])=[CH:15][CH:14]=1.Cl.[CH3:23][CH2:24][OH:25]. The catalyst is O1CCOCC1. The product is [F:11][C:12]([F:20])([F:21])[C:13]1[CH:19]=[CH:18][C:16]([NH:17][C:5]2[N:6]=[CH:7][C:2]([C:24](=[O:25])[CH3:23])=[N:3][CH:4]=2)=[CH:15][CH:14]=1. The yield is 0.470.